The task is: Predict the reactants needed to synthesize the given product.. This data is from Full USPTO retrosynthesis dataset with 1.9M reactions from patents (1976-2016). (1) Given the product [Cl:22][C:21]1[C:12]([CH2:10][OH:9])=[N:13][N:14]2[CH2:19][CH2:18][NH:17][C:16](=[O:20])[C:15]=12, predict the reactants needed to synthesize it. The reactants are: [H-].[Al+3].[Li+].[H-].[H-].[H-].C([O:9][C:10]([C:12]1[C:21]([Cl:22])=[C:15]2[C:16](=[O:20])[NH:17][CH2:18][CH2:19][N:14]2[N:13]=1)=O)C. (2) Given the product [NH2:21][C:10]1[C:9]([OH:8])=[CH:14][C:13]([C:15]2[CH:20]=[CH:19][CH:18]=[CH:17][CH:16]=2)=[CH:12][N:11]=1, predict the reactants needed to synthesize it. The reactants are: C([O:8][C:9]1[C:10]([NH2:21])=[N:11][CH:12]=[C:13]([C:15]2[CH:20]=[CH:19][CH:18]=[CH:17][CH:16]=2)[CH:14]=1)C1C=CC=CC=1.